This data is from Full USPTO retrosynthesis dataset with 1.9M reactions from patents (1976-2016). The task is: Predict the reactants needed to synthesize the given product. (1) Given the product [Cl:1][C:2]1[N:10]=[CH:9][N:8]=[C:7]2[C:3]=1[N:4]=[CH:5][N:6]2[C@H:11]1[C@H:12]([OH:19])[C@@H:13]2[O:18][Si:32]([CH:42]([CH3:44])[CH3:43])([CH:45]([CH3:47])[CH3:46])[O:33][Si:34]([CH:38]([CH3:40])[CH3:39])([CH:35]([CH3:36])[CH3:37])[O:17][CH2:16][C@H:14]2[CH2:15]1, predict the reactants needed to synthesize it. The reactants are: [Cl:1][C:2]1[N:10]=[CH:9][N:8]=[C:7]2[C:3]=1[N:4]=[CH:5][N:6]2[C@@H:11]1[CH2:15][C@H:14]([CH2:16][OH:17])[C@@H:13]([OH:18])[C@H:12]1[OH:19].N12CCCN=C1CCCCC2.Cl[Si:32]([CH:45]([CH3:47])[CH3:46])([CH:42]([CH3:44])[CH3:43])[O:33][Si:34](Cl)([CH:38]([CH3:40])[CH3:39])[CH:35]([CH3:37])[CH3:36]. (2) Given the product [CH3:1][O:2][C:3](=[O:31])[CH2:4][CH2:5][C:6]1[CH:7]=[CH:8][C:9]([O:12][C:13]2[CH:18]=[CH:17][C:16]([CH:19]([NH:23][C:24]([O:26][C:27]([CH3:29])([CH3:28])[CH3:30])=[O:25])[C:20]([OH:22])=[O:21])=[CH:15][CH:14]=2)=[CH:10][CH:11]=1, predict the reactants needed to synthesize it. The reactants are: [CH3:1][O:2][C:3](=[O:31])[CH:4]=[CH:5][C:6]1[CH:11]=[CH:10][C:9]([O:12][C:13]2[CH:18]=[CH:17][C:16]([CH:19]([NH:23][C:24]([O:26][C:27]([CH3:30])([CH3:29])[CH3:28])=[O:25])[C:20]([OH:22])=[O:21])=[CH:15][CH:14]=2)=[CH:8][CH:7]=1.[H][H]. (3) Given the product [C:1]([CH2:3][C:4]1([N:8]2[CH2:9][CH2:10][CH:11]([N:14]([C@@H:21]3[CH2:23][C@H:22]3[C:24]3[CH:29]=[CH:28][CH:27]=[CH:26][CH:25]=3)[C:15](=[O:20])[C:16]([F:19])([F:17])[F:18])[CH2:12][CH2:13]2)[CH2:5][N:6]([S:40]([CH3:39])(=[O:42])=[O:41])[CH2:7]1)#[N:2], predict the reactants needed to synthesize it. The reactants are: [C:1]([CH2:3][C:4]1([N:8]2[CH2:13][CH2:12][CH:11]([N:14]([C@@H:21]3[CH2:23][C@H:22]3[C:24]3[CH:29]=[CH:28][CH:27]=[CH:26][CH:25]=3)[C:15](=[O:20])[C:16]([F:19])([F:18])[F:17])[CH2:10][CH2:9]2)[CH2:7][NH:6][CH2:5]1)#[N:2].C(N(CC)C(C)C)(C)C.[CH3:39][S:40](Cl)(=[O:42])=[O:41]. (4) Given the product [CH2:55]([O:54][C:52]([N:49]1[CH2:50][CH2:51][CH:46]([NH:45][C:35](=[O:37])[CH2:34][CH2:33][NH:32][C:38]([O:40][C:41]([CH3:44])([CH3:43])[CH3:42])=[O:39])[CH2:47][CH2:48]1)=[O:53])[C:56]1[CH:61]=[CH:60][CH:59]=[CH:58][CH:57]=1, predict the reactants needed to synthesize it. The reactants are: CN1CCOCC1.CN(C(ON1N=NC2C=CC=NC1=2)=[N+](C)C)C.F[P-](F)(F)(F)(F)F.[NH:32]([C:38]([O:40][C:41]([CH3:44])([CH3:43])[CH3:42])=[O:39])[CH2:33][CH2:34][C:35]([OH:37])=O.[NH2:45][CH:46]1[CH2:51][CH2:50][N:49]([C:52]([O:54][CH2:55][C:56]2[CH:61]=[CH:60][CH:59]=[CH:58][CH:57]=2)=[O:53])[CH2:48][CH2:47]1. (5) Given the product [NH:8]1[C:9]2[C:14](=[CH:13][CH:12]=[CH:11][CH:10]=2)[C:6]([C:4](=[O:5])[CH3:16])=[N:7]1, predict the reactants needed to synthesize it. The reactants are: CON(C)[C:4]([C:6]1[C:14]2[C:9](=[CH:10][CH:11]=[CH:12][CH:13]=2)[NH:8][N:7]=1)=[O:5].[CH3:16][Mg]Br.O.[Cl-].[NH4+]. (6) Given the product [CH3:8][Si:9]([CH3:16])([CH3:15])[CH2:10][CH2:11][O:12][CH2:13][N:3]1[CH:7]=[CH:6][CH:5]=[N:4]1, predict the reactants needed to synthesize it. The reactants are: [H-].[Na+].[NH:3]1[CH:7]=[CH:6][CH:5]=[N:4]1.[CH3:8][Si:9]([CH3:16])([CH3:15])[CH2:10][CH2:11][O:12][CH2:13]Cl.